Predict the reactants needed to synthesize the given product. From a dataset of Full USPTO retrosynthesis dataset with 1.9M reactions from patents (1976-2016). (1) Given the product [Cl:1][C:2]1[N:7]2[CH:8]=[CH:9][N:10]=[C:6]2[C:5]([O:11][CH2:12][CH2:13][C@H:14]2[CH2:44][CH2:43][CH2:42][N:41]([CH2:51][CH2:50][C:49]#[N:48])[CH2:47]2)=[N:4][C:3]=1[C:26]1[CH:31]=[CH:30][C:29]([C:32]#[N:33])=[CH:28][CH:27]=1, predict the reactants needed to synthesize it. The reactants are: [Cl:1][C:2]1[N:7]2[CH:8]=[CH:9][N:10]=[C:6]2[C:5]([O:11][CH2:12][C@@H:13]2CCCN(C(OC(C)(C)C)=O)[CH2:14]2)=[N:4][C:3]=1[C:26]1[CH:31]=[CH:30][C:29]([C:32]#[N:33])=[CH:28][CH:27]=1.FC(F)(F)C(O)=O.[N:41]12[CH2:51][CH2:50][CH2:49][N:48]=[C:47]1CC[CH2:44][CH2:43][CH2:42]2.C(#N)C=C. (2) Given the product [CH3:1][O:2][C:3](=[O:25])[CH:4]([C:10]1[CH:15]=[CH:14][C:13]([NH2:16])=[C:12]([O:19][CH2:20][C:21]([F:24])([F:23])[F:22])[CH:11]=1)[CH2:5][CH:6]1[CH2:7][CH2:8][CH2:9]1, predict the reactants needed to synthesize it. The reactants are: [CH3:1][O:2][C:3](=[O:25])[CH:4]([C:10]1[CH:15]=[CH:14][C:13]([N+:16]([O-])=O)=[C:12]([O:19][CH2:20][C:21]([F:24])([F:23])[F:22])[CH:11]=1)[CH2:5][CH:6]1[CH2:9][CH2:8][CH2:7]1. (3) Given the product [CH3:9][C:3]1[CH:4]=[C:5]([NH2:6])[CH:7]=[CH:8][C:2]=1[C:14]1[CH:15]=[CH:16][C:11]([CH3:10])=[CH:12][CH:13]=1, predict the reactants needed to synthesize it. The reactants are: Br[C:2]1[CH:8]=[CH:7][C:5]([NH2:6])=[CH:4][C:3]=1[CH3:9].[CH3:10][C:11]1[CH:16]=[CH:15][C:14](B(O)O)=[CH:13][CH:12]=1. (4) Given the product [CH3:11][O:10][C:8](=[O:9])[CH2:7][CH2:6][C@H:2]([NH:1][C:24]([C:22]1[CH:21]=[N:20][N:19]([C:13]2[CH:14]=[CH:15][CH:16]=[CH:17][CH:18]=2)[CH:23]=1)=[O:25])[C:3]([OH:5])=[O:4], predict the reactants needed to synthesize it. The reactants are: [NH2:1][C@@H:2]([CH2:6][CH2:7][C:8]([O:10][CH3:11])=[O:9])[C:3]([OH:5])=[O:4].Cl.[C:13]1([N:19]2[CH:23]=[C:22]([C:24](Cl)=[O:25])[CH:21]=[N:20]2)[CH:18]=[CH:17][CH:16]=[CH:15][CH:14]=1. (5) Given the product [F:32][C:29]1[CH:30]=[CH:31][C:26]([NH:1][CH2:2][C@@H:3]2[C@H:8]([CH3:9])[CH2:7][CH2:6][CH2:5][N:4]2[C:10]([C:12]2[CH:17]=[C:16]([CH3:18])[CH:15]=[CH:14][C:13]=2[C:19]2[N:23]([CH3:24])[N:22]=[CH:21][CH:20]=2)=[O:11])=[N:27][CH:28]=1, predict the reactants needed to synthesize it. The reactants are: [NH2:1][CH2:2][C@@H:3]1[C@H:8]([CH3:9])[CH2:7][CH2:6][CH2:5][N:4]1[C:10]([C:12]1[CH:17]=[C:16]([CH3:18])[CH:15]=[CH:14][C:13]=1[C:19]1[N:23]([CH3:24])[N:22]=[CH:21][CH:20]=1)=[O:11].Br[C:26]1[CH:31]=[CH:30][C:29]([F:32])=[CH:28][N:27]=1. (6) Given the product [CH3:36][C:38]1[CH:39]=[CH:40][CH:41]=[C:42]2[C:51]=1[N:50]=[C:49]1[C:44]([CH:45]=[CH:46][CH:47]=[C:3]1[C:4]([NH:6][CH2:7][CH2:8][CH2:9][NH:10][CH2:11][CH2:12][CH2:13][NH:14][C:15]1[N:16]=[N+:17]([O-:27])[C:18]3[CH:25]=[C:24]([CH3:26])[CH:23]=[CH:22][C:19]=3[N+:20]=1[O-:21])=[O:5])=[N:43]2, predict the reactants needed to synthesize it. The reactants are: N.F[C:3](F)(F)[C:4]([NH:6][CH2:7][CH2:8][CH2:9][N:10](C)[CH2:11][CH2:12][CH2:13][NH:14][C:15]1[N:16]=[N+:17]([O-:27])[C:18]2[CH:25]=[C:24]([CH3:26])[CH:23]=[CH:22][C:19]=2[N+:20]=1[O-:21])=[O:5].N1([C:36]([C:38]2[C:51]3[C:42](=[N:43][C:44]4[C:49]([N:50]=3)=C(C)[CH:47]=[CH:46][CH:45]=4)[CH:41]=[CH:40][CH:39]=2)=O)C=CN=C1.